From a dataset of Full USPTO retrosynthesis dataset with 1.9M reactions from patents (1976-2016). Predict the reactants needed to synthesize the given product. (1) Given the product [Br:23][C:15]1[CH:14]=[C:13]([CH:18]=[C:17]([C:19]([CH3:22])([CH3:21])[CH3:20])[CH:16]=1)[C:24]([O:26][C:27]([CH3:30])([CH3:29])[CH3:28])=[O:25], predict the reactants needed to synthesize it. The reactants are: [Li]CCCC.C([Mg]Cl)CCC.Br[C:13]1[CH:18]=[C:17]([C:19]([CH3:22])([CH3:21])[CH3:20])[CH:16]=[C:15]([Br:23])[CH:14]=1.[C:24](O[C:24]([O:26][C:27]([CH3:30])([CH3:29])[CH3:28])=[O:25])([O:26][C:27]([CH3:30])([CH3:29])[CH3:28])=[O:25]. (2) Given the product [Si:1]([O:8][C@@H:9]1[CH2:10][C@@H:11]([NH:23][C:24]2[CH:29]=[C:28]([NH:30][C@H:46]3[C:47]4[C:10](=[CH:9][CH:13]=[CH:43][CH:42]=4)[CH2:11][C@H:50]3[O:49][CH3:48])[N:27]=[CH:26][N:25]=2)[CH2:12][C@@H:13]1[CH2:14][OH:15])([C:4]([CH3:7])([CH3:5])[CH3:6])([CH3:3])[CH3:2], predict the reactants needed to synthesize it. The reactants are: [Si:1]([O:8][C@@H:9]1[C@H:13]([CH2:14][O:15][Si](C(C)(C)C)(C)C)[CH2:12][C@@H:11]([NH:23][C:24]2[CH:29]=[C:28]([NH2:30])[N:27]=[C:26]([C@H]3C4C(=CC=CC=4)C[C@@H]3OC)[N:25]=2)[CH2:10]1)([C:4]([CH3:7])([CH3:6])[CH3:5])([CH3:3])[CH3:2].[CH3:42][C:43](O)=O.[CH2:46]1[CH2:50][O:49][CH2:48][CH2:47]1.